Dataset: Forward reaction prediction with 1.9M reactions from USPTO patents (1976-2016). Task: Predict the product of the given reaction. (1) Given the reactants C(OC([N:8]1[CH2:13][CH2:12][N:11]([C:14]2[O:15][C:16]3[C:22]([C:23]#[N:24])=[CH:21][C:20]([Cl:25])=[CH:19][C:17]=3[N:18]=2)[C@@H:10]([CH3:26])[CH2:9]1)=O)(C)(C)C.Cl.[OH:28]N.C([N:33]([CH:36](C)C)CC)(C)C.O, predict the reaction product. The product is: [Cl:25][C:20]1[CH:21]=[C:22]([C:23]2[N:33]=[CH:36][O:28][N:24]=2)[C:16]2[O:15][C:14]([N:11]3[CH2:12][CH2:13][NH:8][CH2:9][C@@H:10]3[CH3:26])=[N:18][C:17]=2[CH:19]=1. (2) Given the reactants [CH3:1][C:2]([CH2:14][CH2:15][CH:16]=[C:17]([CH3:24])[CH2:18][CH2:19][CH:20]=[C:21]([CH3:23])[CH3:22])=[CH:3][CH2:4][CH2:5][C:6]([O:8][CH2:9][CH:10]([CH2:12][OH:13])[OH:11])=[O:7], predict the reaction product. The product is: [CH3:1][C:2]([CH2:14][CH2:15][CH:16]=[C:17]([CH3:24])[CH2:18][CH2:19][CH:20]=[C:21]([CH3:23])[CH3:22])=[CH:3][CH2:4][CH2:5][C:6]([O:8][CH2:9][CH:10]([CH2:12][OH:13])[OH:11])=[O:7].[OH2:7]. (3) Given the reactants [C:1]([C:4]1[C:22](=[O:23])[C@@:8]2([CH3:24])[C:9]3[C:15]([OH:16])=[CH:14][C:13]([O:17][CH3:18])=[C:12]([C:19](N)=[O:20])[C:10]=3[O:11][C:7]2=[CH:6][C:5]=1[OH:25])(=[O:3])[CH3:2].N([O-])=[O:27].[Na+], predict the reaction product. The product is: [C:1]([C:4]1[C:22](=[O:23])[C@@:8]2([CH3:24])[C:9]3[C:15]([OH:16])=[CH:14][C:13]([O:17][CH3:18])=[C:12]([C:19]([OH:27])=[O:20])[C:10]=3[O:11][C:7]2=[CH:6][C:5]=1[OH:25])(=[O:3])[CH3:2]. (4) Given the reactants Cl.[N+:2]([C:5]1[CH:15]=[CH:14][C:8]([C:9](=[NH:13])OCC)=[CH:7][CH:6]=1)([O-:4])=[O:3].N1C=CC=CC=1.[CH:22]([NH:24][NH2:25])=[O:23], predict the reaction product. The product is: [CH:22]([NH:24][NH:25][C:9](=[NH:13])[C:8]1[CH:7]=[CH:6][C:5]([N+:2]([O-:4])=[O:3])=[CH:15][CH:14]=1)=[O:23]. (5) Given the reactants C(OC(=O)NC1C=CC(Br)=CC=1)(C)(C)C.BrCCCCBr.[C:22]([O:26][C:27](=[O:41])[N:28]([CH2:36][CH2:37][CH2:38][CH2:39]Br)[C:29]1[CH:34]=[CH:33][C:32]([Br:35])=[CH:31][CH:30]=1)([CH3:25])([CH3:24])[CH3:23].[C:42]([O:46][C:47]([CH:49]1[CH2:53][O:52][C:51]([C:54]2[CH:59]=[CH:58][CH:57]=[CH:56][CH:55]=2)=[N:50]1)=[O:48])(C)(C)[CH3:43], predict the reaction product. The product is: [CH2:42]([O:46][C:47]([C:49]1([CH2:39][CH2:38][CH2:37][CH2:36][N:28]([C:29]2[CH:34]=[CH:33][C:32]([Br:35])=[CH:31][CH:30]=2)[C:27]([O:26][C:22]([CH3:25])([CH3:24])[CH3:23])=[O:41])[CH2:53][O:52][C:51]([C:54]2[CH:59]=[CH:58][CH:57]=[CH:56][CH:55]=2)=[N:50]1)=[O:48])[CH3:43]. (6) Given the reactants [CH2:1]([OH:7])[CH2:2]/[CH:3]=[CH:4]/[CH2:5][CH3:6].[S:8](Cl)([C:11]1[CH:17]=[CH:16][C:14]([CH3:15])=[CH:13][CH:12]=1)(=[O:10])=[O:9].CCN(CC)CC, predict the reaction product. The product is: [CH3:15][C:14]1[CH:16]=[CH:17][C:11]([S:8]([O:7][CH2:1][CH2:2]/[CH:3]=[CH:4]/[CH2:5][CH3:6])(=[O:10])=[O:9])=[CH:12][CH:13]=1. (7) Given the reactants C[O:2][C:3]([C:5]1[S:12][C:11]2[C:10]([CH:13]3[CH2:18][CH2:17][CH2:16][CH2:15][CH2:14]3)=[C:9]([C:19]3[CH:20]=[C:21]4[C:26](=[CH:27][CH:28]=3)[N:25]=[C:24]([C:29]3[S:33][C:32]([CH3:34])=[N:31][C:30]=3[CH3:35])[CH:23]=[CH:22]4)[N:8]([CH2:36][C:37]([OH:39])=O)[C:7]=2[CH:6]=1)=[O:4].CN(C(ON1N=NC2C=CC=CC1=2)=[N+](C)C)C.F[P-](F)(F)(F)(F)F.CCN(C(C)C)C(C)C.[NH:73]1[CH2:78][CH2:77][S:76][CH2:75][CH2:74]1.[Li+].[OH-].Cl, predict the reaction product. The product is: [CH:13]1([C:10]2[C:11]3[S:12][C:5]([C:3]([OH:2])=[O:4])=[CH:6][C:7]=3[N:8]([CH2:36][C:37](=[O:39])[N:73]3[CH2:78][CH2:77][S:76][CH2:75][CH2:74]3)[C:9]=2[C:19]2[CH:20]=[C:21]3[C:26](=[CH:27][CH:28]=2)[N:25]=[C:24]([C:29]2[S:33][C:32]([CH3:34])=[N:31][C:30]=2[CH3:35])[CH:23]=[CH:22]3)[CH2:18][CH2:17][CH2:16][CH2:15][CH2:14]1. (8) Given the reactants [OH2:1].[NH2:2][NH2:3].[NH:4]([C:45]([O:47][CH2:48][C:49]1[CH:54]=[CH:53][CH:52]=[CH:51][CH:50]=1)=[O:46])[CH2:5][C:6]([NH:8][C@H:9]([C:17]([NH:19][C@H:20]([C:28]([NH:30][C@H:31]([C:40](OCC)=[O:41])[CH2:32][C:33]1[CH:38]=[CH:37][C:36]([OH:39])=[CH:35][CH:34]=1)=[O:29])[CH2:21][C:22]1[CH:27]=[CH:26][CH:25]=[CH:24][CH:23]=1)=[O:18])[CH2:10][C:11]1[CH:16]=[CH:15][CH:14]=[CH:13][CH:12]=1)=O, predict the reaction product. The product is: [NH:4]([C:45]([O:47][CH2:48][C:49]1[CH:50]=[CH:51][CH:52]=[CH:53][CH:54]=1)=[O:46])[CH2:5][C:6]([NH:8][C@H:9]([C:17]([NH:19][C@H:20]([C:28]([NH:30][C@H:31]([C:40]([NH:2][NH2:3])=[O:41])[CH2:32][C:33]1[CH:34]=[CH:35][C:36]([OH:39])=[CH:37][CH:38]=1)=[O:29])[CH2:21][C:22]1[CH:27]=[CH:26][CH:25]=[CH:24][CH:23]=1)=[O:18])[CH2:10][C:11]1[CH:16]=[CH:15][CH:14]=[CH:13][CH:12]=1)=[O:1]. (9) The product is: [O:27]=[S:2]1(=[O:1])[CH2:7][CH2:6][CH:5]([C:8]2[CH:9]=[C:10]([C:14]3[CH:15]=[C:16]4[C:21](=[N:22][CH:23]=3)[N:20]([C:24]([NH2:26])=[O:25])[CH2:19][CH2:18][CH2:17]4)[CH:11]=[N:12][CH:13]=2)[CH2:4][CH2:3]1. Given the reactants [O:1]=[S:2]1(=[O:27])[CH2:7][CH:6]=[C:5]([C:8]2[CH:9]=[C:10]([C:14]3[CH:15]=[C:16]4[C:21](=[N:22][CH:23]=3)[N:20]([C:24]([NH2:26])=[O:25])[CH2:19][CH2:18][CH2:17]4)[CH:11]=[N:12][CH:13]=2)[CH2:4][CH2:3]1.C([O-])=O.[NH4+], predict the reaction product.